Dataset: NCI-60 drug combinations with 297,098 pairs across 59 cell lines. Task: Regression. Given two drug SMILES strings and cell line genomic features, predict the synergy score measuring deviation from expected non-interaction effect. (1) Drug 1: C1=CC(=CC=C1CC(C(=O)O)N)N(CCCl)CCCl.Cl. Drug 2: CCCS(=O)(=O)NC1=C(C(=C(C=C1)F)C(=O)C2=CNC3=C2C=C(C=N3)C4=CC=C(C=C4)Cl)F. Cell line: ACHN. Synergy scores: CSS=35.3, Synergy_ZIP=-1.05, Synergy_Bliss=-1.10, Synergy_Loewe=-6.02, Synergy_HSA=-1.33. (2) Drug 1: CCC1=CC2CC(C3=C(CN(C2)C1)C4=CC=CC=C4N3)(C5=C(C=C6C(=C5)C78CCN9C7C(C=CC9)(C(C(C8N6C)(C(=O)OC)O)OC(=O)C)CC)OC)C(=O)OC.C(C(C(=O)O)O)(C(=O)O)O. Drug 2: COC1=C2C(=CC3=C1OC=C3)C=CC(=O)O2. Cell line: HCT-15. Synergy scores: CSS=11.7, Synergy_ZIP=-0.576, Synergy_Bliss=1.39, Synergy_Loewe=-20.2, Synergy_HSA=-0.416.